This data is from Forward reaction prediction with 1.9M reactions from USPTO patents (1976-2016). The task is: Predict the product of the given reaction. Given the reactants O=P(Cl)(Cl)Cl.[Cl:6][C:7]1[CH:15]=[C:14]2[C:10]([CH:11]=[CH:12][NH:13]2)=[CH:9][CH:8]=1.[OH-].[Na+].CN([CH:21]=[O:22])C, predict the reaction product. The product is: [Cl:6][C:7]1[CH:15]=[C:14]2[C:10]([C:11]([CH:21]=[O:22])=[CH:12][NH:13]2)=[CH:9][CH:8]=1.